From a dataset of Full USPTO retrosynthesis dataset with 1.9M reactions from patents (1976-2016). Predict the reactants needed to synthesize the given product. Given the product [CH3:1][C:2]1([CH3:9])[N:7]([CH3:10])[CH2:6][CH2:5][NH:4][C:3]1=[O:8], predict the reactants needed to synthesize it. The reactants are: [CH3:1][C:2]1([CH3:9])[NH:7][CH2:6][CH2:5][NH:4][C:3]1=[O:8].[C:10](=O)([O-])[O-].[K+].[K+].CI.